Task: Predict the reactants needed to synthesize the given product.. Dataset: Full USPTO retrosynthesis dataset with 1.9M reactions from patents (1976-2016) (1) Given the product [CH:28]1([O:1][C:2]2[CH:25]=[CH:24][C:5]3[C:6]([CH2:9][CH2:10][CH:11]4[CH2:16][CH2:15][N:14]([C:17]([O:19][C:20]([CH3:23])([CH3:22])[CH3:21])=[O:18])[CH2:13][CH2:12]4)=[N:7][O:8][C:4]=3[C:3]=2[CH2:26][OH:27])[CH2:32][CH2:31][CH2:30][CH2:29]1, predict the reactants needed to synthesize it. The reactants are: [OH:1][C:2]1[CH:25]=[CH:24][C:5]2[C:6]([CH2:9][CH2:10][CH:11]3[CH2:16][CH2:15][N:14]([C:17]([O:19][C:20]([CH3:23])([CH3:22])[CH3:21])=[O:18])[CH2:13][CH2:12]3)=[N:7][O:8][C:4]=2[C:3]=1[CH2:26][OH:27].[CH:28]1(Br)[CH2:32][CH2:31][CH2:30][CH2:29]1.C(=O)([O-])[O-].[K+].[K+].O. (2) Given the product [NH2:21][CH2:20][C@@H:17]1[CH2:18][CH2:19][N:15]([CH2:14][CH2:13][N:10]2[C:11]3[C:6](=[N:5][CH:4]=[C:3]([O:2][CH3:1])[CH:12]=3)[CH:7]=[CH:8][C:9]2=[O:32])[CH2:16]1, predict the reactants needed to synthesize it. The reactants are: [CH3:1][O:2][C:3]1[CH:12]=[C:11]2[C:6]([CH:7]=[CH:8][C:9](=[O:32])[N:10]2[CH2:13][CH2:14][N:15]2[CH2:19][CH2:18][C@@H:17]([CH2:20][NH:21]C(=O)OCC3C=CC=CC=3)[CH2:16]2)=[N:5][CH:4]=1. (3) Given the product [CH3:20][O:19][C:16](=[O:18])[CH2:17][C:24]1[CH:25]=[CH:26][CH:27]=[C:12]([CH2:13][C:14](=[O:2])[CH3:15])[CH:23]=1, predict the reactants needed to synthesize it. The reactants are: C[O-:2].C([Sn+]([CH2:12][CH2:13][CH2:14][CH3:15])CCCC)CCC.[C:16]([O:19][C:20](C)=C)(=[O:18])[CH3:17].[C:23]1(C)C=[CH:27][CH:26]=[CH:25][C:24]=1P([C:25]1[CH:26]=[CH:27]C=[CH:23][C:24]=1C)[C:25]1[CH:26]=[CH:27]C=[CH:23][C:24]=1C. (4) Given the product [CH3:1][O:2][C:3]([CH2:4][CH:5]1[NH:6][CH2:7][CH2:8][N:9]([C:32]([O:31][C:27]([CH3:28])([CH3:29])[CH3:30])=[O:34])[CH2:10]1)=[O:25], predict the reactants needed to synthesize it. The reactants are: [CH3:1][O:2][C:3](=[O:25])[CH2:4][CH:5]1[CH2:10][N:9](CC2C=CC=CC=2)[CH2:8][CH2:7][N:6]1CC1C=CC=CC=1.Cl.[C:27]([O:31][C:32]([O:34]N=C(C1C=CC=CC=1)C#N)=O)([CH3:30])([CH3:29])[CH3:28]. (5) Given the product [CH3:1][O:2][C:3]1[N:8]=[C:7]([C:9]2[N:29]=[C:12]3[C:13]([C:19]4[CH:24]=[CH:23][CH:22]=[CH:21][C:20]=4[C:25]([F:27])([F:26])[F:28])=[CH:14][CH2:15][CH2:16][CH2:17][N:11]3[N:10]=2)[CH:6]=[CH:5][C:4]=1[N:30]1[CH:34]=[C:33]([CH3:35])[N:32]=[CH:31]1, predict the reactants needed to synthesize it. The reactants are: [CH3:1][O:2][C:3]1[N:8]=[C:7]([C:9]2[N:29]=[C:12]3[C:13]([C:19]4[CH:24]=[CH:23][CH:22]=[CH:21][C:20]=4[C:25]([F:28])([F:27])[F:26])(O)[CH2:14][CH2:15][CH2:16][CH2:17][N:11]3[N:10]=2)[CH:6]=[CH:5][C:4]=1[N:30]1[CH:34]=[C:33]([CH3:35])[N:32]=[CH:31]1.C1(C)C=CC(S(O)(=O)=O)=CC=1.C1(C)C=CC=CC=1.C(=O)(O)[O-].[Na+]. (6) Given the product [Br:8][C:5]1[CH:6]=[CH:7][C:2]([C:16]2([OH:18])[CH2:17][O:14][CH2:15]2)=[CH:3][CH:4]=1, predict the reactants needed to synthesize it. The reactants are: Br[C:2]1[CH:7]=[CH:6][C:5]([Br:8])=[CH:4][CH:3]=1.[Li]CCCC.[O:14]1[CH2:17][C:16](=[O:18])[CH2:15]1.[NH4+].[Cl-].